Dataset: Full USPTO retrosynthesis dataset with 1.9M reactions from patents (1976-2016). Task: Predict the reactants needed to synthesize the given product. (1) Given the product [ClH:1].[NH2:39][C@H:9]([CH2:8][C:3]1[CH:4]=[CH:5][CH:6]=[CH:7][C:2]=1[Cl:1])[C:10]([N:12]1[CH2:13][CH2:14][CH:15]([N:18]2[N:27]=[C:26]([C:28]3[CH:33]=[CH:32][C:31]([O:34][CH3:35])=[C:30]([O:36][CH3:37])[CH:29]=3)[C@@H:25]3[C@@H:20]([CH2:21][CH2:22][CH2:23][CH2:24]3)[C:19]2=[O:38])[CH2:16][CH2:17]1)=[O:11], predict the reactants needed to synthesize it. The reactants are: [Cl:1][C:2]1[CH:7]=[CH:6][CH:5]=[CH:4][C:3]=1[CH2:8][C@@H:9]([NH:39]C(=O)OC(C)(C)C)[C:10]([N:12]1[CH2:17][CH2:16][CH:15]([N:18]2[N:27]=[C:26]([C:28]3[CH:33]=[CH:32][C:31]([O:34][CH3:35])=[C:30]([O:36][CH3:37])[CH:29]=3)[C@@H:25]3[C@@H:20]([CH2:21][CH2:22][CH2:23][CH2:24]3)[C:19]2=[O:38])[CH2:14][CH2:13]1)=[O:11].Cl. (2) Given the product [Cl:7][C:8]1[CH:9]=[CH:10][C:11]2[N:17]3[CH:18]=[CH:19][CH:20]=[C:16]3[C@@H:15]([CH2:21][CH2:22][N:23]3[CH:27]=[C:26]([CH2:28][OH:29])[N:25]=[N:24]3)[O:14][C@H:13]([C:33]3[CH:38]=[CH:37][CH:36]=[C:35]([O:39][CH3:40])[C:34]=3[O:41][CH3:42])[C:12]=2[CH:43]=1, predict the reactants needed to synthesize it. The reactants are: [H-].[Al+3].[Li+].[H-].[H-].[H-].[Cl:7][C:8]1[CH:9]=[CH:10][C:11]2[N:17]3[CH:18]=[CH:19][CH:20]=[C:16]3[C@@H:15]([CH2:21][CH2:22][N:23]3[CH:27]=[C:26]([C:28](OCC)=[O:29])[N:25]=[N:24]3)[O:14][C@H:13]([C:33]3[CH:38]=[CH:37][CH:36]=[C:35]([O:39][CH3:40])[C:34]=3[O:41][CH3:42])[C:12]=2[CH:43]=1.O. (3) Given the product [O:1]([CH2:2][CH2:3][C:4]1[CH:9]=[CH:8][N:7]=[CH:6][CH:5]=1)[Si:19]([C:22]([CH3:25])([CH3:24])[CH3:23])([CH3:21])[CH3:20], predict the reactants needed to synthesize it. The reactants are: [OH:1][CH2:2][CH2:3][C:4]1[CH:9]=[CH:8][N:7]=[CH:6][CH:5]=1.N1C(C)=CC=CC=1C.Cl[Si:19]([C:22]([CH3:25])([CH3:24])[CH3:23])([CH3:21])[CH3:20].O.